Dataset: Reaction yield outcomes from USPTO patents with 853,638 reactions. Task: Predict the reaction yield, written as a fraction of the theoretical maximum amount of product (1.0 means a 100% yield; for example, 0.34 means a 34% yield). (1) The reactants are [OH:1][C:2]1[CH:29]=[CH:28][C:5]([C:6]([O:8][C@@H:9]2[CH2:18][C:17]3[C:12](=[CH:13][C:14]([OH:20])=[CH:15][C:16]=3[OH:19])[O:11][C@@H:10]2[C:21]2[CH:26]=[CH:25][C:24]([OH:27])=[CH:23][CH:22]=2)=[O:7])=[CH:4][CH:3]=1. The catalyst is C(Cl)(Cl)Cl. The product is [C:6]([OH:8])(=[O:7])[CH3:5].[C:6]([OH:8])(=[O:7])[CH3:5].[C:6]([OH:8])(=[O:7])[CH3:5].[C:6]([OH:8])(=[O:7])[CH3:5].[OH:1][C:2]1[CH:3]=[CH:4][C:5]([C:6]([O:8][C@@H:9]2[CH2:18][C:17]3[C:12](=[CH:13][C:14]([OH:20])=[CH:15][C:16]=3[OH:19])[O:11][C@@H:10]2[C:21]2[CH:26]=[CH:25][C:24]([OH:27])=[CH:23][CH:22]=2)=[O:7])=[CH:28][CH:29]=1. The yield is 0.890. (2) The reactants are C[O-].[Na+].[P:4]([O-:10])([O:8][CH3:9])([O:6][CH3:7])=O.[CH3:11][O:12][C:13]1[CH:14]=[C:15]([CH:18]=[C:19]([O:23][CH3:24])[C:20]=1[O:21][CH3:22])[CH:16]=[O:17].FC(F)(F)C(O)=O. The catalyst is CO. The product is [CH3:9][O:8][P:4]([CH:16]([OH:17])[C:15]1[CH:14]=[C:13]([O:12][CH3:11])[C:20]([O:21][CH3:22])=[C:19]([O:23][CH3:24])[CH:18]=1)(=[O:10])[O:6][CH3:7]. The yield is 0.880. (3) The reactants are [CH3:1][C:2]1[O:6][N:5]=[C:4]([C:7]2[CH:12]=[CH:11][CH:10]=[CH:9][CH:8]=2)[C:3]=1[CH2:13][O:14][C:15]1[CH:23]=[CH:22][C:18]([C:19]([OH:21])=O)=[CH:17][N:16]=1.[CH2:24]([S:28]([NH2:31])(=[O:30])=[O:29])[CH2:25][CH2:26][CH3:27]. The catalyst is ClCCl.CN(C)C1C=CN=CC=1. The product is [CH3:1][C:2]1[O:6][N:5]=[C:4]([C:7]2[CH:8]=[CH:9][CH:10]=[CH:11][CH:12]=2)[C:3]=1[CH2:13][O:14][C:15]1[N:16]=[CH:17][C:18]([C:19]([NH:31][S:28]([CH2:24][CH2:25][CH2:26][CH3:27])(=[O:30])=[O:29])=[O:21])=[CH:22][CH:23]=1. The yield is 0.120. (4) The reactants are [F-].[K+].[C:3](=O)([O-])O.[K+].OO.C[Si](C)(C[CH2:19][C:20]([CH3:26])([CH3:25])[CH2:21][CH:22]([OH:24])[CH3:23])C1C=CC=CN=1.[CH3:28][OH:29]. The catalyst is O1CCCC1.O. The product is [CH3:3][C:22]([OH:24])([CH2:21][C:20]([CH3:19])([CH3:25])[CH2:26][CH2:28][OH:29])[CH3:23]. The yield is 0.990. (5) The reactants are Cl.[NH2:2][C:3]([NH2:5])=[NH:4].[CH3:6][CH:7]([C:13](OCC)=[O:14])[C:8](OCC)=[O:9].C[O-].[Na+]. The catalyst is C(O)C. The product is [NH2:4][C:3]1[N:5]=[C:8]([OH:9])[C:7]([CH3:6])=[C:13]([OH:14])[N:2]=1. The yield is 0.900.